From a dataset of Forward reaction prediction with 1.9M reactions from USPTO patents (1976-2016). Predict the product of the given reaction. Given the reactants [C:1]([N:9]1[CH2:14][CH2:13][CH2:12][C:11]([CH2:21][NH:22][C:23]([O:25][C:26]([CH3:29])([CH3:28])[CH3:27])=[O:24])([C:15](OCC=C)=O)[C:10]1=[O:30])(=[O:8])[C:2]1[CH:7]=[CH:6][CH:5]=[CH:4][CH:3]=1.[CH3:31][CH2:32]OC(C)=O, predict the reaction product. The product is: [CH2:15]([C@:11]1([CH2:21][NH:22][C:23](=[O:24])[O:25][C:26]([CH3:28])([CH3:27])[CH3:29])[CH2:12][CH2:13][CH2:14][N:9]([C:1](=[O:8])[C:2]2[CH:7]=[CH:6][CH:5]=[CH:4][CH:3]=2)[C:10]1=[O:30])[CH:31]=[CH2:32].